From a dataset of TCR-epitope binding with 47,182 pairs between 192 epitopes and 23,139 TCRs. Binary Classification. Given a T-cell receptor sequence (or CDR3 region) and an epitope sequence, predict whether binding occurs between them. (1) The epitope is NLVPMVATV. The TCR CDR3 sequence is CASSPTGARGPNEKLFF. Result: 1 (the TCR binds to the epitope). (2) The epitope is PROT_97E67BCC. Result: 1 (the TCR binds to the epitope). The TCR CDR3 sequence is CASLGPLRHEQYF. (3) The epitope is GTSGSPIINR. The TCR CDR3 sequence is CASRVGQGNTEAFF. Result: 1 (the TCR binds to the epitope). (4) The epitope is LLMPILTLT. The TCR CDR3 sequence is CASSQMNGRAPETQYF. Result: 0 (the TCR does not bind to the epitope). (5) Result: 1 (the TCR binds to the epitope). The TCR CDR3 sequence is CSAAPGDIQYF. The epitope is MPASWVMRI.